Dataset: Forward reaction prediction with 1.9M reactions from USPTO patents (1976-2016). Task: Predict the product of the given reaction. (1) The product is: [CH3:1][C:2]([CH3:7])([CH3:6])[CH2:3][CH:4]([OH:5])[C:12]#[N:13]. Given the reactants [CH3:1][C:2]([CH3:7])([CH3:6])[CH2:3][CH:4]=[O:5].C[Si]([C:12]#[N:13])(C)C, predict the reaction product. (2) Given the reactants [Cl:1][C:2]1[CH:24]=[CH:23][C:5]([CH2:6][N:7]2[C:11]3=[N:12][CH:13]=[C:14]([O:16][CH3:17])[CH:15]=[C:10]3[CH:9]=[C:8]2[C:18](OCC)=[O:19])=[CH:4][CH:3]=1.[H-].[H-].[H-].[H-].[Li+].[Al+3].O, predict the reaction product. The product is: [Cl:1][C:2]1[CH:24]=[CH:23][C:5]([CH2:6][N:7]2[C:11]3=[N:12][CH:13]=[C:14]([O:16][CH3:17])[CH:15]=[C:10]3[CH:9]=[C:8]2[CH2:18][OH:19])=[CH:4][CH:3]=1. (3) Given the reactants [C:1]([O:5][C:6](=[O:31])[CH2:7][O:8][C:9]1[CH:14]=[CH:13][C:12]([Cl:15])=[CH:11][C:10]=1[C:16]#[C:17][C:18]1[CH:23]=[C:22]([S:24]([CH2:27][CH2:28][CH3:29])(=[O:26])=[O:25])[CH:21]=[CH:20][C:19]=1[F:30])([CH3:4])([CH3:3])[CH3:2].[C:32](OC(=O)COC1C=CC(Cl)=CC=1C#C)(C)(C)C.BrC1C=C(S(CC(C)C)(=O)=O)C=CC=1F, predict the reaction product. The product is: [C:1]([O:5][C:6](=[O:31])[CH2:7][O:8][C:9]1[CH:14]=[CH:13][C:12]([Cl:15])=[CH:11][C:10]=1[C:16]#[C:17][C:18]1[CH:23]=[C:22]([S:24]([CH2:27][CH:28]([CH3:32])[CH3:29])(=[O:25])=[O:26])[CH:21]=[CH:20][C:19]=1[F:30])([CH3:2])([CH3:4])[CH3:3]. (4) Given the reactants C(N(C1C(C)=CC2C(C)CCC(C)(C)C=2C=1)C1C=CC(C(OCC)=O)=CC=1)C.[CH2:29]([N:31]([C:43]1[C:52]([CH3:53])=[CH:51][C:50]2[C:49]([CH3:55])([CH3:54])[CH2:48][CH:47]=[C:46]([CH3:56])[C:45]=2[CH:44]=1)[C:32]1[CH:42]=[CH:41][C:35]([C:36]([O:38]CC)=[O:37])=[CH:34][CH:33]=1)[CH3:30].C(O)C.[OH-].[K+], predict the reaction product. The product is: [CH2:29]([N:31]([C:43]1[C:52]([CH3:53])=[CH:51][C:50]2[C:49]([CH3:55])([CH3:54])[CH2:48][CH:47]=[C:46]([CH3:56])[C:45]=2[CH:44]=1)[C:32]1[CH:33]=[CH:34][C:35]([C:36]([OH:38])=[O:37])=[CH:41][CH:42]=1)[CH3:30]. (5) Given the reactants C(N(C(C)C)CC)(C)C.CS(OS(C)(=O)=O)(=O)=O.[CH3:19][C:20]1[N:24]2[C:25]3[CH:31]=[C:30]([CH3:32])[N:29]([CH2:33][C:34]4[CH:35]=[C:36]([CH2:40]O)[CH:37]=[CH:38][CH:39]=4)[C:26]=3[CH:27]=[CH:28][C:23]2=[N:22][N:21]=1.S([O-])(=O)(=O)C.[CH2:47]([CH2:49][NH2:50])[OH:48], predict the reaction product. The product is: [CH3:19][C:20]1[N:24]2[C:25]3[CH:31]=[C:30]([CH3:32])[N:29]([CH2:33][C:34]4[CH:35]=[C:36]([CH:37]=[CH:38][CH:39]=4)[CH2:40][NH:50][CH2:49][CH2:47][OH:48])[C:26]=3[CH:27]=[CH:28][C:23]2=[N:22][N:21]=1. (6) The product is: [F:23][C:17]1[CH:18]=[C:19]([I:22])[CH:20]=[CH:21][C:16]=1[NH:15][C:14]1[N:9]2[CH:10]=[N:11][CH:12]=[CH:13][C:8]2=[CH:7][C:6]=1[C:4]([OH:5])=[O:3]. Given the reactants C([O:3][C:4]([C:6]1[CH:7]=[C:8]2[CH:13]=[CH:12][N:11]=[CH:10][N:9]2[C:14]=1[NH:15][C:16]1[CH:21]=[CH:20][C:19]([I:22])=[CH:18][C:17]=1[F:23])=[O:5])C.O.[OH-].[Li+].Cl, predict the reaction product. (7) Given the reactants [CH2:1]([N:8]1[CH2:13][CH:12]([C:14]2[CH:19]=[CH:18][CH:17]=[CH:16][CH:15]=2)[C:11](=[O:20])[CH2:10][C:9]1=[O:21])[C:2]1[CH:7]=[CH:6][CH:5]=[CH:4][CH:3]=1.[OH-].[Na+].[N:24]1([C:30]2[N:35]=[C:34]([CH:36]=O)[CH:33]=[CH:32][CH:31]=2)[CH2:29][CH2:28][O:27][CH2:26][CH2:25]1.Cl, predict the reaction product. The product is: [CH2:1]([N:8]1[CH2:13][CH:12]([C:14]2[CH:15]=[CH:16][CH:17]=[CH:18][CH:19]=2)[C:11](=[O:20])[C:10](=[CH:36][C:34]2[CH:33]=[CH:32][CH:31]=[C:30]([N:24]3[CH2:25][CH2:26][O:27][CH2:28][CH2:29]3)[N:35]=2)[C:9]1=[O:21])[C:2]1[CH:3]=[CH:4][CH:5]=[CH:6][CH:7]=1. (8) Given the reactants OC(C(F)(F)F)=O.[F:8][C:9]1[CH:10]=[C:11]([NH:28]C(C2C(=O)N(C3C=CC(F)=CC=3)C(=O)N(C(C)C)N=2)=O)[CH:12]=[CH:13][C:14]=1[O:15][C:16]1[C:25]2[C:20](=[CH:21][C:22]([O:26][CH3:27])=[CH:23][CH:24]=2)[N:19]=[CH:18][CH:17]=1.Cl.FC1C=C(N)C=CC=1OC1C2C(=CC(OC)=CC=2)N=CC=1.FC1C=CC(N2C(=O)C(C(O)=O)=NN(C(C)C)C2=O)=CC=1, predict the reaction product. The product is: [F:8][C:9]1[CH:10]=[C:11]([NH2:28])[CH:12]=[CH:13][C:14]=1[O:15][C:16]1[C:25]2[C:20](=[CH:21][C:22]([O:26][CH3:27])=[CH:23][CH:24]=2)[N:19]=[CH:18][CH:17]=1. (9) The product is: [Cl:1][C:2]1[CH:18]=[CH:17][C:5]2[CH2:6][CH2:7][N:8]([C:11](=[O:16])[C:12]([F:15])([F:14])[F:13])[CH2:9][CH2:10][C:4]=2[C:3]=1[NH:38][CH2:37][C:36]1[CH:35]=[CH:34][C:33]([C:28]2([CH3:27])[O:29][CH2:30][CH2:31][O:32]2)=[CH:40][CH:39]=1. Given the reactants [Cl:1][C:2]1[CH:18]=[CH:17][C:5]2[CH2:6][CH2:7][N:8]([C:11](=[O:16])[C:12]([F:15])([F:14])[F:13])[CH2:9][CH2:10][C:4]=2[C:3]=1OS(C(F)(F)F)(=O)=O.[CH3:27][C:28]1([C:33]2[CH:40]=[CH:39][C:36]([CH2:37][NH2:38])=[CH:35][CH:34]=2)[O:32][CH2:31][CH2:30][O:29]1, predict the reaction product. (10) Given the reactants [Cl:1][C:2]1[CH:3]=[C:4]([NH:19][C:20]2[C:21]3[N:28]([CH2:29][CH2:30][NH:31]C(=O)OC(C)(C)C)[CH:27]=[CH:26][C:22]=3[N:23]=[CH:24][N:25]=2)[CH:5]=[CH:6][C:7]=1[O:8][C:9]1[CH:14]=[CH:13][CH:12]=[C:11]([C:15]([F:18])([F:17])[F:16])[CH:10]=1.[ClH:39], predict the reaction product. The product is: [ClH:1].[ClH:39].[NH2:31][CH2:30][CH2:29][N:28]1[C:21]2[C:20]([NH:19][C:4]3[CH:5]=[CH:6][C:7]([O:8][C:9]4[CH:14]=[CH:13][CH:12]=[C:11]([C:15]([F:18])([F:17])[F:16])[CH:10]=4)=[C:2]([Cl:1])[CH:3]=3)=[N:25][CH:24]=[N:23][C:22]=2[CH:26]=[CH:27]1.